From a dataset of Full USPTO retrosynthesis dataset with 1.9M reactions from patents (1976-2016). Predict the reactants needed to synthesize the given product. Given the product [Cl:22][C:17]1[CH:16]=[C:15]([NH:14][C:5]2[C:4]3[C:9](=[CH:10][CH:11]=[C:2]([NH:31][C:23](=[O:30])[C:24]4[CH:29]=[CH:28][CH:27]=[CH:26][CH:25]=4)[CH:3]=3)[N:8]=[CH:7][C:6]=2[C:12]#[N:13])[CH:20]=[CH:19][C:18]=1[F:21], predict the reactants needed to synthesize it. The reactants are: Br[C:2]1[CH:3]=[C:4]2[C:9](=[CH:10][CH:11]=1)[N:8]=[CH:7][C:6]([C:12]#[N:13])=[C:5]2[NH:14][C:15]1[CH:20]=[CH:19][C:18]([F:21])=[C:17]([Cl:22])[CH:16]=1.[C:23]([NH2:31])(=[O:30])[C:24]1[CH:29]=[CH:28][CH:27]=[CH:26][CH:25]=1.[O-]P([O-])([O-])=O.[K+].[K+].[K+].N[C@@H]1CCCC[C@H]1N.